From a dataset of Full USPTO retrosynthesis dataset with 1.9M reactions from patents (1976-2016). Predict the reactants needed to synthesize the given product. (1) Given the product [S:3]=[C:1]1[NH:16][CH2:15][C:14]2[C:5](=[CH:6][C:7]([C:8]([O:10][CH3:11])=[O:9])=[CH:12][CH:13]=2)[NH:4]1, predict the reactants needed to synthesize it. The reactants are: [C:1](=[S:3])=S.[NH2:4][C:5]1[CH:6]=[C:7]([CH:12]=[CH:13][C:14]=1[CH2:15][NH2:16])[C:8]([O:10][CH3:11])=[O:9].O. (2) The reactants are: FC(F)(F)S(O[C:7]1[C:16]2[C:11](=[CH:12][CH:13]=[C:14]([C:17]([O:19][CH3:20])=[O:18])[CH:15]=2)[O:10][CH2:9][CH:8]=1)(=O)=O.[CH:23]1(B2OC(C)(C)C(C)(C)O2)[CH2:25][CH2:24]1.O.[OH-].[Li+].O1CCOCC1. Given the product [CH:23]1([C:7]2[C:16]3[C:11](=[CH:12][CH:13]=[C:14]([C:17]([O:19][CH3:20])=[O:18])[CH:15]=3)[O:10][CH2:9][CH:8]=2)[CH2:25][CH2:24]1, predict the reactants needed to synthesize it. (3) Given the product [O:10]1[CH2:8][CH:9]1[CH2:11][O:1][C:2]1[CH:7]=[CH:6][N:5]=[CH:4][CH:3]=1, predict the reactants needed to synthesize it. The reactants are: [OH:1][C:2]1[CH:7]=[CH:6][N:5]=[CH:4][CH:3]=1.[CH2:8]1[O:10][CH:9]1[CH2:11]O.C1(P(C2C=CC=CC=2)C2C=CC=CC=2)C=CC=CC=1.N(C(OCC)=O)=NC(OCC)=O. (4) Given the product [CH3:1][C:2]([CH3:29])([CH3:28])[C@H:3]([N:11]1[CH2:15][CH2:14][N:13]([CH2:16][C:17]2[N:21]([CH3:22])[C:20]3[CH:23]=[CH:24][CH:25]=[CH:26][C:19]=3[N:18]=2)[C:12]1=[O:27])[C:4]([OH:6])=[O:5], predict the reactants needed to synthesize it. The reactants are: [CH3:1][C:2]([CH3:29])([CH3:28])[C@H:3]([N:11]1[CH2:15][CH2:14][N:13]([CH2:16][C:17]2[N:21]([CH3:22])[C:20]3[CH:23]=[CH:24][CH:25]=[CH:26][C:19]=3[N:18]=2)[C:12]1=[O:27])[C:4]([O:6]C(C)(C)C)=[O:5].O.[OH-].[Li+]. (5) Given the product [CH2:1]([O:5][C:6]([N:8]1[CH2:9][CH2:10][N:11]([C:14](=[O:41])[C@@H:15]([NH:26][C:27]([C:29]2[CH:38]=[C:37]([O:39][CH2:54][C:53]([O:52][C:48]([CH3:51])([CH3:50])[CH3:49])=[O:56])[C:36]3[C:31](=[CH:32][C:33]([CH3:40])=[CH:34][CH:35]=3)[N:30]=2)=[O:28])[CH2:16][CH2:17][O:18][CH2:19][C:20]2[CH:21]=[CH:22][CH:23]=[CH:24][CH:25]=2)[CH2:12][CH2:13]1)=[O:7])[CH2:2][CH2:3][CH3:4], predict the reactants needed to synthesize it. The reactants are: [CH2:1]([O:5][C:6]([N:8]1[CH2:13][CH2:12][N:11]([C:14](=[O:41])[C@@H:15]([NH:26][C:27]([C:29]2[CH:38]=[C:37]([OH:39])[C:36]3[C:31](=[CH:32][C:33]([CH3:40])=[CH:34][CH:35]=3)[N:30]=2)=[O:28])[CH2:16][CH2:17][O:18][CH2:19][C:20]2[CH:25]=[CH:24][CH:23]=[CH:22][CH:21]=2)[CH2:10][CH2:9]1)=[O:7])[CH2:2][CH2:3][CH3:4].C(=O)([O-])[O-].[Cs+].[Cs+].[C:48]([O:52][C:53](=[O:56])[CH2:54]Br)([CH3:51])([CH3:50])[CH3:49]. (6) The reactants are: [OH:1][CH:2]([CH:7]([CH3:9])[CH3:8])[C:3](=[CH2:6])[C:4]#[N:5].N1C=CC=CC=1.[C:16](Cl)(=[O:18])[CH3:17].Cl. Given the product [C:4]([C:3](=[CH2:6])[CH:2]([O:1][C:16](=[O:18])[CH3:17])[CH:7]([CH3:9])[CH3:8])#[N:5], predict the reactants needed to synthesize it. (7) Given the product [NH:3]1[C:4]2[CH:9]=[CH:8][CH:7]=[CH:6][C:5]=2[N:1]=[C:2]1[C:10]([N:14]1[CH2:17][CH:16]([C:18]2[C:23]([Cl:24])=[N:22][CH:21]=[CH:20][N:19]=2)[CH2:15]1)=[O:12], predict the reactants needed to synthesize it. The reactants are: [NH:1]1[C:5]2[CH:6]=[CH:7][CH:8]=[CH:9][C:4]=2[N:3]=[C:2]1[C:10]([OH:12])=O.Cl.[NH:14]1[CH2:17][CH:16]([C:18]2[C:23]([Cl:24])=[N:22][CH:21]=[CH:20][N:19]=2)[CH2:15]1.CN(C(ON1N=NC2C=CC=NC1=2)=[N+](C)C)C.F[P-](F)(F)(F)(F)F.CCN(CC)CC.C([O-])([O-])=O.[Na+].[Na+].